The task is: Predict the reaction yield, written as a fraction of the theoretical maximum amount of product (1.0 means a 100% yield; for example, 0.34 means a 34% yield).. This data is from Reaction yield outcomes from USPTO patents with 853,638 reactions. (1) The reactants are [C:1]([O:5][C:6]([N:8]1[CH2:13][CH2:12][C:11](=[C:14]([C:19]2[CH:24]=[CH:23][CH:22]=[CH:21][CH:20]=2)[C:15]([NH:17][NH2:18])=[O:16])[CH2:10][CH2:9]1)=[O:7])([CH3:4])([CH3:3])[CH3:2].CCN(C(C)C)C(C)C.[C:34](O[C:34](=O)[C:35]([CH3:37])=[CH2:36])(=O)[C:35]([CH3:37])=[CH2:36].C1C=CC(P(C2C=CC=CC=2)C2C=CC=CC=2)=CC=1.ClC(Cl)(Cl)C(Cl)(Cl)Cl. The catalyst is CC#N. The product is [C:1]([O:5][C:6]([N:8]1[CH2:9][CH2:10][C:11](=[C:14]([C:19]2[CH:20]=[CH:21][CH:22]=[CH:23][CH:24]=2)[C:15]2[O:16][C:36]([C:35]([CH3:37])=[CH2:34])=[N:18][N:17]=2)[CH2:12][CH2:13]1)=[O:7])([CH3:4])([CH3:2])[CH3:3]. The yield is 0.370. (2) The reactants are C(O[CH:4]=[C:5]([C:8]#[N:9])[C:6]#[N:7])C.[NH:10]([C:12]1[S:13][CH:14]=[CH:15][N:16]=1)[NH2:11]. The catalyst is C(O)C. The product is [NH2:9][C:8]1[N:10]([C:12]2[S:13][CH:14]=[CH:15][N:16]=2)[N:11]=[CH:4][C:5]=1[C:6]#[N:7]. The yield is 0.980. (3) The reactants are FC(F)(F)C(O)=O.[NH:8]1[C:12]2[CH:13]=[CH:14][CH:15]=[CH:16][C:11]=2[N:10]=[C:9]1[S:17][C:18]1[O:22][C:21](/[CH:23]=[C:24]2/[C:25](=[O:34])[N:26]([CH2:30][CH2:31][CH2:32][NH2:33])[C:27](=[O:29])[S:28]/2)=[CH:20][CH:19]=1.C(N(CC)CC)C.C1C(=O)N([O:49][C:50]([CH2:52][CH2:53][CH2:54][CH2:55][C@@H:56]2[S:60][CH2:59][C@@H:58]3[NH:61][C:62]([NH:64][C@H:57]23)=[O:63])=O)C(=O)C1.O. The catalyst is C(O)(C(F)(F)F)=O.C(Cl)Cl. The product is [NH:8]1[C:12]2[CH:13]=[CH:14][CH:15]=[CH:16][C:11]=2[N:10]=[C:9]1[S:17][C:18]1[O:22][C:21](/[CH:23]=[C:24]2/[C:25](=[O:34])[N:26]([CH2:30][CH2:31][CH2:32][NH:33][C:50](=[O:49])[CH2:52][CH2:53][CH2:54][CH2:55][C@@H:56]3[C@H:57]4[C@H:58]([NH:61][C:62](=[O:63])[NH:64]4)[CH2:59][S:60]3)[C:27](=[O:29])[S:28]/2)=[CH:20][CH:19]=1. The yield is 0.760. (4) The reactants are Cl[C:2]1[N:7]=[CH:6][N:5]([C:8]2[CH:13]=[CH:12][C:11]([O:14][CH2:15][C:16]([OH:19])([CH3:18])[CH3:17])=[C:10]([O:20][CH3:21])[CH:9]=2)[C:4](=[O:22])[CH:3]=1.C([Sn](CCCC)(CCCC)[C:28]#[C:29][C:30]1[CH:35]=[CH:34][C:33]([Cl:36])=[CH:32][CH:31]=1)CCC. The catalyst is CN(C=O)C.C(Cl)Cl.[Cu]I.C1C=CC([P]([Pd]([P](C2C=CC=CC=2)(C2C=CC=CC=2)C2C=CC=CC=2)([P](C2C=CC=CC=2)(C2C=CC=CC=2)C2C=CC=CC=2)[P](C2C=CC=CC=2)(C2C=CC=CC=2)C2C=CC=CC=2)(C2C=CC=CC=2)C2C=CC=CC=2)=CC=1. The product is [Cl:36][C:33]1[CH:34]=[CH:35][C:30]([C:29]#[C:28][C:2]2[N:7]=[CH:6][N:5]([C:8]3[CH:13]=[CH:12][C:11]([O:14][CH2:15][C:16]([OH:19])([CH3:18])[CH3:17])=[C:10]([O:20][CH3:21])[CH:9]=3)[C:4](=[O:22])[CH:3]=2)=[CH:31][CH:32]=1. The yield is 0.300. (5) The reactants are [CH2:1]([N:3]1[C:7](=[O:8])[CH2:6][C:5]([C:9]2[CH:10]=[N:11][CH:12]=[CH:13][CH:14]=2)=[N:4]1)[CH3:2].[H-].[Na+].[F:17][C:18]([F:37])([F:36])[S:19](N([S:19]([C:18]([F:37])([F:36])[F:17])(=[O:21])=[O:20])C1C=CC=CC=1)(=[O:21])=[O:20]. The catalyst is C1COCC1. The product is [CH2:1]([N:3]1[C:7]([O:8][S:19]([C:18]([F:37])([F:36])[F:17])(=[O:21])=[O:20])=[CH:6][C:5]([C:9]2[CH:10]=[N:11][CH:12]=[CH:13][CH:14]=2)=[N:4]1)[CH3:2]. The yield is 0.500. (6) The reactants are [Cl:1][C:2]1[N:7]=[CH:6][C:5]2[C:8]([NH:30][CH2:31][C:32]3[CH:37]=[CH:36][C:35]([O:38][CH3:39])=[CH:34][CH:33]=3)=[N:9][N:10]([C:11]([C:24]3[CH:29]=[CH:28][CH:27]=[CH:26][CH:25]=3)([C:18]3[CH:23]=[CH:22][CH:21]=[CH:20][CH:19]=3)[C:12]3[CH:17]=[CH:16][CH:15]=[CH:14][CH:13]=3)[C:4]=2[CH:3]=1.[Li+].C[Si]([N-][Si](C)(C)C)(C)C.[CH3:50][O:51][C:52]1[CH:57]=[CH:56][C:55]([CH2:58]Br)=[CH:54][CH:53]=1.O. The catalyst is C1COCC1. The product is [Cl:1][C:2]1[N:7]=[CH:6][C:5]2[C:8]([N:30]([CH2:58][C:55]3[CH:56]=[CH:57][C:52]([O:51][CH3:50])=[CH:53][CH:54]=3)[CH2:31][C:32]3[CH:33]=[CH:34][C:35]([O:38][CH3:39])=[CH:36][CH:37]=3)=[N:9][N:10]([C:11]([C:18]3[CH:23]=[CH:22][CH:21]=[CH:20][CH:19]=3)([C:24]3[CH:29]=[CH:28][CH:27]=[CH:26][CH:25]=3)[C:12]3[CH:13]=[CH:14][CH:15]=[CH:16][CH:17]=3)[C:4]=2[CH:3]=1. The yield is 0.410.